Dataset: Reaction yield outcomes from USPTO patents with 853,638 reactions. Task: Predict the reaction yield, written as a fraction of the theoretical maximum amount of product (1.0 means a 100% yield; for example, 0.34 means a 34% yield). (1) The reactants are [CH2:1]([O:4][CH:5]([C:10]1[N:11]([CH3:18])[N:12]=[CH:13][C:14]=1[N+:15]([O-:17])=[O:16])[CH2:6][C:7]([OH:9])=O)[CH:2]=[CH2:3].[C:19](Cl)(=O)[C:20](Cl)=O.CN(C=O)C.C([Sn](CCCC)(CCCC)CCCC)=C. The catalyst is C(Cl)Cl. The product is [CH2:1]([O:4][CH:5]([C:10]1[N:11]([CH3:18])[N:12]=[CH:13][C:14]=1[N+:15]([O-:17])=[O:16])[CH2:6][C:7](=[O:9])[CH:19]=[CH2:20])[CH:2]=[CH2:3]. The yield is 0.610. (2) The reactants are O[CH2:2][C:3]1[CH:12]=[N:11][C:10]2[N:9]3[CH2:13][CH2:14][C@H:8]3[C:7](=[O:15])[NH:6][C:5]=2[CH:4]=1.[N:16]1([C:22]2[CH:29]=[CH:28][C:25]([C:26]#[N:27])=[CH:24][CH:23]=2)[CH2:21][CH2:20][NH:19][CH2:18][CH2:17]1.[I-].C(C[P+](C)(C)C)#N.C(N(CC)C(C)C)(C)C. The catalyst is C(#N)CC.CO. The product is [O:15]=[C:7]1[NH:6][C:5]2[CH:4]=[C:3]([CH2:2][N:19]3[CH2:18][CH2:17][N:16]([C:22]4[CH:23]=[CH:24][C:25]([C:26]#[N:27])=[CH:28][CH:29]=4)[CH2:21][CH2:20]3)[CH:12]=[N:11][C:10]=2[N:9]2[CH2:13][CH2:14][C@@H:8]12. The yield is 0.0625. (3) The product is [Cl:1][C:2]1[CH:3]=[N:4][CH:5]=[C:6]([O:8][CH2:15][C:14]2[CH:17]=[CH:18][C:11]([O:10][CH3:9])=[CH:12][CH:13]=2)[CH:7]=1. No catalyst specified. The reactants are [Cl:1][C:2]1[CH:3]=[N:4][CH:5]=[C:6]([OH:8])[CH:7]=1.[CH3:9][O:10][C:11]1[CH:18]=[CH:17][C:14]([CH2:15]O)=[CH:13][CH:12]=1.C1(P(C2C=CC=CC=2)C2C=CC=CC=2)C=CC=CC=1.C1COCC1. The yield is 0.530. (4) The reactants are CCN(C(C)C)C(C)C.[F:10][CH:11]([F:41])[C:12]1[N:16]([C:17]2[N:22]=[C:21]([N:23]3[CH2:28][CH2:27][O:26][CH2:25][CH2:24]3)[N:20]=[C:19]([N:29]3[CH2:34][CH2:33][NH:32][CH2:31][CH2:30]3)[N:18]=2)[C:15]2[CH:35]=[CH:36][CH:37]=[C:38]([O:39][CH3:40])[C:14]=2[N:13]=1.[Cl-].Cl[S:44]([CH2:47][CH2:48][C:49]1[CH:54]=[CH:53][CH:52]=[CH:51][NH+:50]=1)(=[O:46])=[O:45].O. The catalyst is C(Cl)Cl. The product is [F:41][CH:11]([F:10])[C:12]1[N:16]([C:17]2[N:22]=[C:21]([N:23]3[CH2:24][CH2:25][O:26][CH2:27][CH2:28]3)[N:20]=[C:19]([N:29]3[CH2:34][CH2:33][N:32]([S:44]([CH2:47][CH2:48][C:49]4[CH:54]=[CH:53][CH:52]=[CH:51][N:50]=4)(=[O:45])=[O:46])[CH2:31][CH2:30]3)[N:18]=2)[C:15]2[CH:35]=[CH:36][CH:37]=[C:38]([O:39][CH3:40])[C:14]=2[N:13]=1. The yield is 0.710. (5) The reactants are [F:1][C:2]1[N:7]=[CH:6][C:5]([C:8]2([CH:14]=[O:15])[CH2:13][CH2:12][O:11][CH2:10][CH2:9]2)=[CH:4][CH:3]=1.[BH4-].[Na+]. The catalyst is CO. The product is [F:1][C:2]1[N:7]=[CH:6][C:5]([C:8]2([CH2:14][OH:15])[CH2:9][CH2:10][O:11][CH2:12][CH2:13]2)=[CH:4][CH:3]=1. The yield is 0.970. (6) The reactants are [K+].Cl[CH:3]([CH:7]=O)[C:4]([O-:6])=[O:5].[NH2:9][C:10]1[CH:15]=[CH:14][C:13]([Br:16])=[CH:12][N:11]=1.S(=O)(=O)(O)O.[CH2:22](O)[CH3:23]. No catalyst specified. The product is [Br:16][C:13]1[CH:14]=[CH:15][C:10]2[N:11]([C:3]([C:4]([O:6][CH2:22][CH3:23])=[O:5])=[CH:7][N:9]=2)[CH:12]=1. The yield is 0.480.